This data is from Reaction yield outcomes from USPTO patents with 853,638 reactions. The task is: Predict the reaction yield, written as a fraction of the theoretical maximum amount of product (1.0 means a 100% yield; for example, 0.34 means a 34% yield). (1) The reactants are Cl[C:2]1[C:7]([CH:8]=O)=[C:6]([Cl:10])[N:5]=[C:4]([S:11][CH3:12])[N:3]=1.C(N(CC)CC)C.[F:20][C:21]1[CH:27]=[C:26]([F:28])[CH:25]=[CH:24][C:22]=1[NH2:23].F[C:30](F)(F)[CH2:31][O:32]P(CC(OC)=O)(OCC(F)(F)F)=O. The catalyst is C1COCC1.C(Cl)Cl. The product is [Cl:10][C:6]1[C:7]2[CH:8]=[CH:30][C:31](=[O:32])[N:23]([C:22]3[CH:24]=[CH:25][C:26]([F:28])=[CH:27][C:21]=3[F:20])[C:2]=2[N:3]=[C:4]([S:11][CH3:12])[N:5]=1. The yield is 0.400. (2) The reactants are [F:1][C:2]1[CH:3]=[C:4]([C:9]2[CH2:10][CH2:11][O:12][CH2:13][CH:14]=2)[CH:5]=[C:6]([F:8])[CH:7]=1. The catalyst is CO.[Pd]. The product is [F:1][C:2]1[CH:3]=[C:4]([CH:9]2[CH2:10][CH2:11][O:12][CH2:13][CH2:14]2)[CH:5]=[C:6]([F:8])[CH:7]=1. The yield is 0.710. (3) The reactants are [C:14]1(P([C:14]2[CH:19]=[CH:18][CH:17]=[CH:16][CH:15]=2)[C:14]2[CH:19]=[CH:18][CH:17]=[CH:16][CH:15]=2)[CH:19]=[CH:18][CH:17]=[CH:16][CH:15]=1.[S:20]([Cl:24])(Cl)(=[O:22])=[O:21].C(S(O)(=O)=O)=C.[Cl:31][C:32]1[S:33]C=CC=1. The catalyst is ClCCl. The product is [Cl:31][C:32]1[S:33][C:17](/[CH:18]=[C:19](/[S:20]([Cl:24])(=[O:22])=[O:21])\[CH3:14])=[CH:16][CH:15]=1. The yield is 0.270. (4) The reactants are Br[C:2]1[CH:7]=[CH:6][C:5]([Br:8])=[CH:4][N:3]=1.O.[NH2:10][NH2:11].CC(O)CC. The catalyst is O. The product is [Br:8][C:5]1[CH:6]=[CH:7][C:2]([NH:10][NH2:11])=[N:3][CH:4]=1. The yield is 0.870. (5) The reactants are [Mg].II.Br[CH2:5][CH2:6]Br.Br[C:9]1[CH:14]=[CH:13][C:12]([N:15]2[CH2:19][CH2:18][CH2:17][CH2:16]2)=[CH:11][CH:10]=1.[P:20]([O-:27])(OCC)OCC.Cl. The catalyst is O1CCCC1.CC(C)=O.C(OCC)(=O)C.O. The product is [N:15]1([C:12]2[CH:13]=[CH:14][C:9]([PH:20](=[O:27])[C:9]3[CH:14]=[CH:13][C:12]([N:15]4[CH2:6][CH2:5][CH2:17][CH2:16]4)=[CH:11][CH:10]=3)=[CH:10][CH:11]=2)[CH2:19][CH2:18][CH2:17][CH2:16]1. The yield is 0.0700.